From a dataset of Forward reaction prediction with 1.9M reactions from USPTO patents (1976-2016). Predict the product of the given reaction. (1) Given the reactants [F:1][C:2]1[CH:7]=[CH:6][C:5]([NH:8][C:9]2[N:14]3[N:15]=[CH:16][C:17]([C:18](O)=[O:19])=[C:13]3[N:12]=[CH:11][C:10]=2[C:21]([N:23]2[CH2:28][CH2:27][C:26]3([C:32]4[CH:33]=[CH:34][CH:35]=[C:36]([F:37])[C:31]=4[O:30][CH2:29]3)[CH2:25][CH2:24]2)=[O:22])=[C:4]([CH3:38])[CH:3]=1.[CH:39]1([S:42]([NH2:45])(=[O:44])=[O:43])[CH2:41][CH2:40]1, predict the reaction product. The product is: [F:1][C:2]1[CH:7]=[CH:6][C:5]([NH:8][C:9]2[N:14]3[N:15]=[CH:16][C:17]([C:18]([NH:45][S:42]([CH:39]4[CH2:41][CH2:40]4)(=[O:44])=[O:43])=[O:19])=[C:13]3[N:12]=[CH:11][C:10]=2[C:21]([N:23]2[CH2:24][CH2:25][C:26]3([C:32]4[CH:33]=[CH:34][CH:35]=[C:36]([F:37])[C:31]=4[O:30][CH2:29]3)[CH2:27][CH2:28]2)=[O:22])=[C:4]([CH3:38])[CH:3]=1. (2) The product is: [Br:8][C:6]1[CH:7]=[C:2]2[C:3]([C:9](=[O:11])[CH:10]=[N:12][NH:1]2)=[CH:4][CH:5]=1. Given the reactants [NH2:1][C:2]1[CH:7]=[C:6]([Br:8])[CH:5]=[CH:4][C:3]=1[C:9](=[O:11])[CH3:10].[N:12]([O-])=O.[Na+].C([O-])(=O)C.[Na+], predict the reaction product. (3) Given the reactants [NH2:1][C:2]1[N:7]=[C:6]([SH:8])[C:5]([C:9]#[N:10])=[C:4]([S:11][CH3:12])[N:3]=1.Cl[CH2:14][C:15]([NH:17][C:18]1[CH:23]=[CH:22][CH:21]=[C:20]([C:24]([F:27])([F:26])[F:25])[CH:19]=1)=[O:16].C(=O)([O-])[O-].[K+].[K+], predict the reaction product. The product is: [NH2:1][C:2]1[N:7]=[C:6]([S:8][CH2:14][C:15]([NH:17][C:18]2[CH:23]=[CH:22][CH:21]=[C:20]([C:24]([F:27])([F:26])[F:25])[CH:19]=2)=[O:16])[C:5]([C:9]#[N:10])=[C:4]([S:11][CH3:12])[N:3]=1.